From a dataset of Full USPTO retrosynthesis dataset with 1.9M reactions from patents (1976-2016). Predict the reactants needed to synthesize the given product. (1) Given the product [N:28]([CH2:13][CH2:12][O:11][CH2:10][CH:9]([CH3:15])[O:8][CH2:1][C:2]1[CH:7]=[CH:6][CH:5]=[CH:4][CH:3]=1)=[N+:29]=[N-:30], predict the reactants needed to synthesize it. The reactants are: [CH2:1]([O:8][CH:9]([CH3:15])[CH2:10][O:11][CH2:12][CH2:13]O)[C:2]1[CH:7]=[CH:6][CH:5]=[CH:4][CH:3]=1.CS(Cl)(=O)=O.C(N(CC)CC)C.[N-:28]=[N+:29]=[N-:30].[Na+]. (2) Given the product [CH3:1][O:2][C:3]([CH:5]1[CH:9]([C:10]2[C:11]([O:20][CH3:21])=[CH:12][C:13]([O:18][CH3:19])=[CH:14][C:15]=2[O:16][CH3:17])[CH2:8][C:7](=[O:22])[N:6]1[CH3:25])=[O:4], predict the reactants needed to synthesize it. The reactants are: [CH3:1][O:2][C:3]([CH:5]1[CH:9]([C:10]2[C:15]([O:16][CH3:17])=[CH:14][C:13]([O:18][CH3:19])=[CH:12][C:11]=2[O:20][CH3:21])[CH2:8][C:7](=[O:22])[NH:6]1)=[O:4].[H-].[Na+].[CH3:25]I.Cl. (3) Given the product [C:1]([C:5]1[CH:9]=[C:8]([NH:10][C:11]([NH:13][C:14]2[CH:19]=[C:18]([N:20]3[CH2:29][C:28]4[C:23](=[N:24][C:25]([NH:58][CH3:57])=[N:26][CH:27]=4)[N:22]([CH3:32])[C:21]3=[O:33])[C:17]([CH3:34])=[CH:16][C:15]=2[F:35])=[O:12])[N:7]([C:36]2[CH:37]=[C:38]3[C:43](=[CH:44][CH:45]=2)[N:42]=[CH:41][CH:40]=[CH:39]3)[N:6]=1)([CH3:4])([CH3:3])[CH3:2], predict the reactants needed to synthesize it. The reactants are: [C:1]([C:5]1[CH:9]=[C:8]([NH:10][C:11]([NH:13][C:14]2[CH:19]=[C:18]([N:20]3[CH2:29][C:28]4[C:23](=[N:24][C:25](SC)=[N:26][CH:27]=4)[N:22]([CH3:32])[C:21]3=[O:33])[C:17]([CH3:34])=[CH:16][C:15]=2[F:35])=[O:12])[N:7]([C:36]2[CH:37]=[C:38]3[C:43](=[CH:44][CH:45]=2)[N:42]=[CH:41][CH:40]=[CH:39]3)[N:6]=1)([CH3:4])([CH3:3])[CH3:2].C1C=C(Cl)C=C(C(OO)=O)C=1.[CH3:57][NH2:58]. (4) The reactants are: [N+:1]([C:4]1[CH:9]=[CH:8][C:7]([N:10]2[CH2:15][CH2:14][CH:13]([OH:16])[CH2:12][CH2:11]2)=[CH:6][CH:5]=1)([O-])=O.[NH4+].[Cl-].CCO. Given the product [NH2:1][C:4]1[CH:9]=[CH:8][C:7]([N:10]2[CH2:11][CH2:12][CH:13]([OH:16])[CH2:14][CH2:15]2)=[CH:6][CH:5]=1, predict the reactants needed to synthesize it. (5) The reactants are: [N:1]1[CH:6]=[CH:5][N:4]=[CH:3][C:2]=1[C:7]([OH:9])=O.[B-](F)(F)(F)F.CCOC(C(C#N)=NOC(N(C)C)=[N+](C)C)=O.[NH2:32][CH2:33][C:34]1[CH:54]=[CH:53][C:37]([C:38]([NH:40][C:41]2[CH:42]=[C:43]3[C:48](=[CH:49][CH:50]=2)[N:47]=[C:46]([CH3:51])[CH:45]=[C:44]3[NH2:52])=[O:39])=[CH:36][CH:35]=1.C(N1CCOCC1)C. Given the product [NH2:52][C:44]1[C:43]2[C:48](=[CH:49][CH:50]=[C:41]([NH:40][C:38]([C:37]3[CH:53]=[CH:54][C:34]([CH2:33][NH:32][C:7]([C:2]4[CH:3]=[N:4][CH:5]=[CH:6][N:1]=4)=[O:9])=[CH:35][CH:36]=3)=[O:39])[CH:42]=2)[N:47]=[C:46]([CH3:51])[CH:45]=1, predict the reactants needed to synthesize it. (6) Given the product [Br:1][C:2]1[CH:3]=[CH:4][C:5](/[CH:9]=[CH:10]/[CH3:14])=[N:6][CH:7]=1, predict the reactants needed to synthesize it. The reactants are: [Br:1][C:2]1[CH:3]=[CH:4][C:5](I)=[N:6][CH:7]=1.[CH3:9][C:10]1(C)[C:14](C)(C)OB(/C=C/C)O1.C([O-])(O)=O.[Na+].[NH4+].[Cl-]. (7) Given the product [CH:1]1([NH:6][C:7]2[CH:8]=[C:9]([NH2:14])[C:10]([CH3:16])=[CH:11][CH:12]=2)[CH2:2][CH2:3][CH2:4][CH2:5]1, predict the reactants needed to synthesize it. The reactants are: [CH:1]1([NH:6][C:7]2[C:12](C)=[CH:11][CH:10]=[C:9]([NH2:14])[CH:8]=2)[CH2:5][CH2:4][CH2:3][CH2:2]1.N[C:16]1C=C(NC(=O)OC(C)(C)C)C=CC=1C.C1(=O)CCCC1.C([BH3-])#N.[Na+]. (8) Given the product [Cl:24][C:21]1[CH:22]=[CH:23][C:18]([C:5]2[N:6]([C:8]3[CH:13]=[CH:12][C:11]([S:14]([CH3:17])(=[O:15])=[O:16])=[CH:10][CH:9]=3)[CH:7]=[C:3]([CH2:2][S:32][C:27]3[CH:28]=[CH:29][CH:30]=[CH:31][C:26]=3[Cl:25])[N:4]=2)=[CH:19][CH:20]=1, predict the reactants needed to synthesize it. The reactants are: Cl[CH2:2][C:3]1[N:4]=[C:5]([C:18]2[CH:23]=[CH:22][C:21]([Cl:24])=[CH:20][CH:19]=2)[N:6]([C:8]2[CH:13]=[CH:12][C:11]([S:14]([CH3:17])(=[O:16])=[O:15])=[CH:10][CH:9]=2)[CH:7]=1.[Cl:25][C:26]1[CH:31]=[CH:30][CH:29]=[CH:28][C:27]=1[SH:32].C(=O)([O-])[O-].[K+].[K+].